This data is from Reaction yield outcomes from USPTO patents with 853,638 reactions. The task is: Predict the reaction yield, written as a fraction of the theoretical maximum amount of product (1.0 means a 100% yield; for example, 0.34 means a 34% yield). (1) The reactants are [H-].[Na+].P(=O)([O-])O[C:5](CC)(CC)[C:6]#[N:7].[C:14]1(=O)[CH2:19][CH2:18][CH2:17][CH2:16][CH2:15]1. The catalyst is O1CCCC1. The product is [C:14]1(=[CH:5][C:6]#[N:7])[CH2:19][CH2:18][CH2:17][CH2:16][CH2:15]1. The yield is 0.670. (2) The reactants are [CH3:1][C:2]1[C:6]([CH2:7][N:8]2[CH:12]=[C:11]([N:13]3[C:17](=[O:18])[N:16]([CH3:19])[NH:15][C:14]3=[O:20])[CH:10]=[N:9]2)=[C:5]([CH3:21])[O:4][N:3]=1.BrC[CH2:24][C:25]1[CH:30]=[CH:29][C:28](F)=[CH:27][CH:26]=1. No catalyst specified. The product is [CH2:24]([N:15]1[C:14](=[O:20])[N:13]([C:11]2[CH:10]=[N:9][N:8]([CH2:7][C:6]3[C:2]([CH3:1])=[N:3][O:4][C:5]=3[CH3:21])[CH:12]=2)[C:17](=[O:18])[N:16]1[CH3:19])[C:25]1[CH:30]=[CH:29][CH:28]=[CH:27][CH:26]=1. The yield is 0.140. (3) The reactants are [CH3:1][O:2][C:3]1[CH:11]=[C:10]([O:12][CH3:13])[CH:9]=[C:8]([NH:14][CH3:15])[C:4]=1[C:5]([NH2:7])=[O:6].Cl[C:17]([C:19]1[CH:24]=[C:23]([CH3:25])[C:22]([O:26][C:27](=[O:29])[CH3:28])=[C:21]([CH3:30])[CH:20]=1)=O. The catalyst is N1C=CC=CC=1. The product is [CH3:1][O:2][C:3]1[CH:11]=[C:10]([O:12][CH3:13])[CH:9]=[C:8]2[C:4]=1[C:5](=[O:6])[N:7]=[C:17]([C:19]1[CH:24]=[C:23]([CH3:25])[C:22]([O:26][C:27](=[O:29])[CH3:28])=[C:21]([CH3:30])[CH:20]=1)[N:14]2[CH3:15]. The yield is 0.670. (4) The reactants are Br[C:2]1[CH:11]=[CH:10][CH:9]=[C:8]2[C:3]=1[CH2:4][CH2:5][N:6]([CH:12]1[CH2:15][S:14](=[O:17])(=[O:16])[CH2:13]1)[CH2:7]2.[CH:18]1[C:27]2[C:22](=[CH:23][CH:24]=[CH:25][CH:26]=2)[CH:21]=[C:20]([C:28]2[CH:29]=[C:30]([CH:32]=[CH:33][C:34]=2[CH3:35])[NH2:31])[N:19]=1.CC1(C)C2C(=C(P(C3C=CC=CC=3)C3C=CC=CC=3)C=CC=2)OC2C(P(C3C=CC=CC=3)C3C=CC=CC=3)=CC=CC1=2.P([O-])([O-])([O-])=O.[K+].[K+].[K+]. The catalyst is C1C=CC(/C=C/C(/C=C/C2C=CC=CC=2)=O)=CC=1.C1C=CC(/C=C/C(/C=C/C2C=CC=CC=2)=O)=CC=1.C1C=CC(/C=C/C(/C=C/C2C=CC=CC=2)=O)=CC=1.[Pd].[Pd].O1CCOCC1. The product is [CH:18]1[C:27]2[C:22](=[CH:23][CH:24]=[CH:25][CH:26]=2)[CH:21]=[C:20]([C:28]2[CH:29]=[C:30]([NH:31][C:2]3[C:3]4[CH2:4][CH2:5][N:6]([CH:12]5[CH2:15][S:14](=[O:17])(=[O:16])[CH2:13]5)[CH2:7][C:8]=4[CH:9]=[CH:10][CH:11]=3)[CH:32]=[CH:33][C:34]=2[CH3:35])[N:19]=1. The yield is 0.370. (5) The reactants are [C:1]([OH:9])(=[O:8])[C:2]1[CH:7]=[CH:6][CH:5]=[N:4][CH:3]=1.S(=O)(=O)(O)O.[C:15](O)(=O)[C:16](C)([CH3:18])[CH3:17].S(OOS([O-])(=O)=O)([O-])(=O)=O.[NH4+].[NH4+]. The catalyst is O.[Al].[N+]([O-])([O-])=O.[Ag+]. The product is [C:16]([C:5]1[CH:6]=[CH:7][C:2]([C:1]([OH:9])=[O:8])=[CH:3][N:4]=1)([CH3:18])([CH3:17])[CH3:15]. The yield is 0.0400. (6) The reactants are [Cl:1][C:2]1[C:3]([O:12][C:13]2[CH:18]=[C:17]([O:19][CH2:20][CH2:21][O:22][CH3:23])[CH:16]=[CH:15][C:14]=2/[CH:24]=[CH:25]/[C:26](O)=[O:27])=[N:4][CH:5]=[C:6]([C:8]([F:11])([F:10])[F:9])[CH:7]=1.Cl.C(N=C=NCCCN(C)C)C.[C:41]1([S:47]([NH2:50])(=[O:49])=[O:48])[CH:46]=[CH:45][CH:44]=[CH:43][CH:42]=1.Cl. The catalyst is C(#N)C.CN(C)C1C=CN=CC=1.C(OCC)(=O)C. The product is [Cl:1][C:2]1[C:3]([O:12][C:13]2[CH:18]=[C:17]([O:19][CH2:20][CH2:21][O:22][CH3:23])[CH:16]=[CH:15][C:14]=2/[CH:24]=[CH:25]/[C:26]([NH:50][S:47]([C:41]2[CH:46]=[CH:45][CH:44]=[CH:43][CH:42]=2)(=[O:49])=[O:48])=[O:27])=[N:4][CH:5]=[C:6]([C:8]([F:9])([F:11])[F:10])[CH:7]=1. The yield is 0.710. (7) The reactants are [NH2:1][C:2]1[C:3]([SH:16])=[N:4][C:5]2[CH2:6][CH2:7][CH:8]([C:12]([CH3:15])([CH3:14])[CH3:13])[CH2:9][C:10]=2[CH:11]=1.C(O[C:20]([S-])=[S:21])C.[K+]. The catalyst is C(O)C. The product is [C:12]([CH:8]1[CH2:7][CH2:6][C:5]2[N:4]=[C:3]3[S:16][C:20]([SH:21])=[N:1][C:2]3=[CH:11][C:10]=2[CH2:9]1)([CH3:13])([CH3:15])[CH3:14]. The yield is 0.125. (8) The reactants are [F:1][C:2]1[CH:7]=[CH:6][CH:5]=[CH:4][C:3]=1[C:8]1[C:16]2[C:11](=[CH:12][N:13]=[C:14]([C:17]3[N:21](C4CCCCO4)[CH:20]=[N:19][CH:18]=3)[CH:15]=2)[N:10](C2CCCCO2)[N:9]=1.O1CCOCC1.Cl. The catalyst is CC#N. The product is [F:1][C:2]1[CH:7]=[CH:6][CH:5]=[CH:4][C:3]=1[C:8]1[C:16]2[C:11](=[CH:12][N:13]=[C:14]([C:17]3[NH:21][CH:20]=[N:19][CH:18]=3)[CH:15]=2)[NH:10][N:9]=1. The yield is 0.210. (9) The reactants are [ClH:1].O1CCOCC1.C(OC([N:15]1[CH2:28][C:18]2=[C:19]3[N:24]([N:25]=[C:17]2[CH2:16]1)[CH:23]=[C:22]([CH3:26])[C:21]([CH3:27])=[N:20]3)=O)(C)(C)C. The catalyst is CO. The product is [ClH:1].[ClH:1].[CH3:27][C:21]1[C:22]([CH3:26])=[CH:23][N:24]2[C:19]([N:20]=1)=[C:18]1[CH2:28][NH:15][CH2:16][C:17]1=[N:25]2. The yield is 0.580.